Dataset: Forward reaction prediction with 1.9M reactions from USPTO patents (1976-2016). Task: Predict the product of the given reaction. (1) Given the reactants [C:1]([O:8][CH2:9][CH3:10])(=[O:7])[C:2](OCC)=O.[CH2:11]([O:18][CH2:19][C:20]([O:22]CC)=O)[C:12]1[CH:17]=[CH:16][CH:15]=[CH:14][CH:13]=1.[H-].[Na+].Cl.[NH2:28][C:29]1[S:30][CH2:31][CH2:32][N:33]=1, predict the reaction product. The product is: [CH2:11]([O:18][C:19]1[C:20](=[O:22])[N:33]2[CH2:32][CH2:31][S:30][C:29]2=[N:28][C:2]=1[C:1]([O:8][CH2:9][CH3:10])=[O:7])[C:12]1[CH:13]=[CH:14][CH:15]=[CH:16][CH:17]=1. (2) Given the reactants Cl.[NH:2]1[CH2:7][CH2:6][CH2:5][CH:4]([C:8]2[CH:23]=[CH:22][C:11]([O:12][C:13]3[CH:21]=[CH:20][C:16]([C:17]([NH2:19])=[O:18])=[CH:15][N:14]=3)=[CH:10][CH:9]=2)[CH2:3]1.Br[CH2:25][CH2:26][CH:27]1[CH2:32][CH2:31][CH2:30][CH2:29][CH2:28]1.C(=O)([O-])[O-].[K+].[K+], predict the reaction product. The product is: [CH:27]1([CH2:26][CH2:25][N:2]2[CH2:7][CH2:6][CH2:5][CH:4]([C:8]3[CH:9]=[CH:10][C:11]([O:12][C:13]4[CH:21]=[CH:20][C:16]([C:17]([NH2:19])=[O:18])=[CH:15][N:14]=4)=[CH:22][CH:23]=3)[CH2:3]2)[CH2:32][CH2:31][CH2:30][CH2:29][CH2:28]1. (3) Given the reactants C[O:2][C:3](=O)[C:4]([CH2:6]Br)=[CH2:5].[CH3:9]/[N:10]=[CH:11]/[C:12]#[C:13][C:14]1[CH:15]=[C:16]([CH3:20])[CH:17]=[CH:18][CH:19]=1.[NH4+].[Cl-].C(OC(=O)C)C, predict the reaction product. The product is: [CH3:9][N:10]1[CH:11]([C:12]#[C:13][C:14]2[CH:15]=[C:16]([CH3:20])[CH:17]=[CH:18][CH:19]=2)[CH2:6][C:4](=[CH2:5])[C:3]1=[O:2].